This data is from Peptide-MHC class I binding affinity with 185,985 pairs from IEDB/IMGT. The task is: Regression. Given a peptide amino acid sequence and an MHC pseudo amino acid sequence, predict their binding affinity value. This is MHC class I binding data. (1) The peptide sequence is ELYDTSPTK. The MHC is HLA-A03:01 with pseudo-sequence HLA-A03:01. The binding affinity (normalized) is 0.782. (2) The peptide sequence is GRWILAIPRRI. The MHC is HLA-B27:05 with pseudo-sequence HLA-B27:05. The binding affinity (normalized) is 0.746. (3) The peptide sequence is MPLVMAWRTI. The MHC is HLA-B53:01 with pseudo-sequence HLA-B53:01. The binding affinity (normalized) is 0.780. (4) The peptide sequence is GIFKNNDVRT. The MHC is HLA-A02:02 with pseudo-sequence HLA-A02:02. The binding affinity (normalized) is 0.135. (5) The peptide sequence is KILSMINYY. The MHC is HLA-A11:01 with pseudo-sequence HLA-A11:01. The binding affinity (normalized) is 0.631.